Regression/Classification. Given a drug SMILES string, predict its absorption, distribution, metabolism, or excretion properties. Task type varies by dataset: regression for continuous measurements (e.g., permeability, clearance, half-life) or binary classification for categorical outcomes (e.g., BBB penetration, CYP inhibition). Dataset: cyp2c19_veith. From a dataset of CYP2C19 inhibition data for predicting drug metabolism from PubChem BioAssay. (1) The drug is N[C@@H](Cc1ncccn1)C(=O)O. The result is 0 (non-inhibitor). (2) The result is 0 (non-inhibitor). The drug is Cc1ncc([N+](=O)[O-])n1CC(C)O. (3) The molecule is COc1ccc(NC(=O)N2CCCC3(CCN(C(=O)c4csnn4)CC3)C2)cc1. The result is 0 (non-inhibitor).